Predict which catalyst facilitates the given reaction. From a dataset of Catalyst prediction with 721,799 reactions and 888 catalyst types from USPTO. (1) Reactant: C([O:4][C:5](=O)[C:6]1[CH:11]=[C:10]([CH3:12])[N:9]=[C:8]([CH3:13])[CH:7]=1)(C)C.[NH3:15]. Product: [CH3:13][C:8]1[CH:7]=[C:6]([CH:11]=[C:10]([CH3:12])[N:9]=1)[C:5]([NH2:15])=[O:4]. The catalyst class is: 5. (2) Reactant: [CH2:1]([C:3]1[N:8]=[C:7]([C:9]2[CH:14]=[CH:13]C=CN=2)[C:6]([O:15]C2C=CN=C(NC3C=CC(S(N)(=O)=O)=CC=3)C=2)=[CH:5][CH:4]=1)C. Product: [CH3:1][C:3]1[N:8]=[C:7]([CH2:9][CH2:14][CH3:13])[C:6]([OH:15])=[CH:5][CH:4]=1. The catalyst class is: 50. (3) Reactant: [NH2:1][C:2]1[CH:7]=[CH:6][C:5]([Br:8])=[CH:4][C:3]=1[OH:9].N1C=CC=CC=1.[F:16][C:17]([F:28])([F:27])[C:18]1[CH:26]=[CH:25][C:21]([C:22](Cl)=[O:23])=[CH:20][CH:19]=1. Product: [Br:8][C:5]1[CH:6]=[CH:7][C:2]([NH:1][C:22](=[O:23])[C:21]2[CH:25]=[CH:26][C:18]([C:17]([F:16])([F:27])[F:28])=[CH:19][CH:20]=2)=[C:3]([OH:9])[CH:4]=1. The catalyst class is: 34. (4) Reactant: FC(F)(F)C(O)=O.[CH2:8]([O:12][C:13]1[N:21]=[C:20]2[C:16]([N:17]=[C:18]([O:22][CH3:23])[NH:19]2)=[C:15]([NH2:24])[N:14]=1)[CH2:9][CH2:10][CH3:11].C(=O)([O-])[O-].[K+].[K+].Br[CH2:32][CH2:33][CH2:34][CH2:35][Cl:36]. Product: [CH2:8]([O:12][C:13]1[N:21]=[C:20]2[C:16]([N:17]=[C:18]([O:22][CH3:23])[N:19]2[CH2:32][CH2:33][CH2:34][CH2:35][Cl:36])=[C:15]([NH2:24])[N:14]=1)[CH2:9][CH2:10][CH3:11]. The catalyst class is: 3. (5) Reactant: CCC(C)[BH-](C(C)CC)C(C)CC.[K+].[CH3:15][C@:16]12[CH2:33][C:32](=[O:34])[C@H:31]3[C@@H:21]([CH2:22][CH2:23][CH:24]4[C@:29]3([CH3:30])[CH2:28][CH2:27][C:26](=[O:35])[CH2:25]4)[C@@H:20]1[CH2:19][CH2:18][C:17]2=[O:36]. Product: [OH:35][C@H:26]1[CH2:27][CH2:28][C@@:29]2([CH3:30])[CH:24]([CH2:23][CH2:22][C@@H:21]3[C@@H:31]2[C:32](=[O:34])[CH2:33][C@@:16]2([CH3:15])[C@H:20]3[CH2:19][CH2:18][C:17]2=[O:36])[CH2:25]1. The catalyst class is: 56. (6) Reactant: [NH2:1][C:2]1[CH:7]=[C:6]([Cl:8])[CH:5]=[CH:4][C:3]=1[NH:9][C:10]1[CH:18]=[CH:17][CH:16]=[CH:15][C:11]=1[C:12](O)=[O:13]. Product: [Cl:8][C:6]1[CH:5]=[CH:4][C:3]2[NH:9][C:10]3[CH:18]=[CH:17][CH:16]=[CH:15][C:11]=3[C:12](=[O:13])[NH:1][C:2]=2[CH:7]=1. The catalyst class is: 113.